This data is from NCI-60 drug combinations with 297,098 pairs across 59 cell lines. The task is: Regression. Given two drug SMILES strings and cell line genomic features, predict the synergy score measuring deviation from expected non-interaction effect. (1) Drug 1: C1CC(=O)NC(=O)C1N2C(=O)C3=CC=CC=C3C2=O. Drug 2: CC1=C(C(=O)C2=C(C1=O)N3CC4C(C3(C2COC(=O)N)OC)N4)N. Cell line: KM12. Synergy scores: CSS=28.0, Synergy_ZIP=0.876, Synergy_Bliss=0.363, Synergy_Loewe=-26.9, Synergy_HSA=0.0622. (2) Drug 1: C1=NC(=NC(=O)N1C2C(C(C(O2)CO)O)O)N. Drug 2: CC1CCC2CC(C(=CC=CC=CC(CC(C(=O)C(C(C(=CC(C(=O)CC(OC(=O)C3CCCCN3C(=O)C(=O)C1(O2)O)C(C)CC4CCC(C(C4)OC)OCCO)C)C)O)OC)C)C)C)OC. Cell line: SNB-75. Synergy scores: CSS=7.81, Synergy_ZIP=-2.77, Synergy_Bliss=-2.49, Synergy_Loewe=-1.74, Synergy_HSA=-1.44. (3) Synergy scores: CSS=33.7, Synergy_ZIP=6.77, Synergy_Bliss=5.01, Synergy_Loewe=8.42, Synergy_HSA=6.06. Drug 1: CCC1(CC2CC(C3=C(CCN(C2)C1)C4=CC=CC=C4N3)(C5=C(C=C6C(=C5)C78CCN9C7C(C=CC9)(C(C(C8N6C=O)(C(=O)OC)O)OC(=O)C)CC)OC)C(=O)OC)O.OS(=O)(=O)O. Cell line: SK-MEL-5. Drug 2: CC12CCC3C(C1CCC2OP(=O)(O)O)CCC4=C3C=CC(=C4)OC(=O)N(CCCl)CCCl.[Na+].